Dataset: Full USPTO retrosynthesis dataset with 1.9M reactions from patents (1976-2016). Task: Predict the reactants needed to synthesize the given product. (1) Given the product [O:1]1[C:6]2[CH:7]=[CH:8][C:9]([C:11]3[C:16]([N:32]4[CH:33]=[CH:34][C:30]([N+:27]([O-:29])=[O:28])=[N:31]4)=[CH:15][CH:14]=[C:13]([C:18]([F:20])([F:19])[F:21])[C:12]=3[C:22](=[O:26])[C:23]([O:25][CH3:38])=[O:24])=[CH:10][C:5]=2[CH2:4][CH2:3][CH2:2]1, predict the reactants needed to synthesize it. The reactants are: [O:1]1[C:6]2[CH:7]=[CH:8][C:9]([C:11]3[C:16](F)=[CH:15][CH:14]=[C:13]([C:18]([F:21])([F:20])[F:19])[C:12]=3[C:22](=[O:26])[C:23]([OH:25])=[O:24])=[CH:10][C:5]=2[CH2:4][CH2:3][CH2:2]1.[N+:27]([C:30]1[CH:34]=[CH:33][NH:32][N:31]=1)([O-:29])=[O:28].[H-].[Na+].Cl.[CH3:38][Si](C=[N+]=[N-])(C)C.C(OCC)C. (2) The reactants are: [Cl:1][CH2:2][CH2:3][CH2:4][CH2:5][CH2:6][OH:7].[O:8]1[CH:13]=[CH:12][CH2:11][CH2:10][CH2:9]1.[Na].C(=O)([O-])O. Given the product [Cl:1][CH2:2][CH2:3][CH2:4][CH2:5][CH2:6][O:7][CH:9]1[CH2:10][CH2:11][CH2:12][CH2:13][O:8]1, predict the reactants needed to synthesize it. (3) Given the product [C:20]([O:28][CH3:3])(=[O:27])[C:21]1[CH:26]=[CH:25][CH:24]=[CH:23][CH:22]=1, predict the reactants needed to synthesize it. The reactants are: [OH-].[K+].[CH3:3]N(N=O)S(C1C=CC(C)=CC=1)(=O)=O.[N+](=C)=[N-].[C:20]([OH:28])(=[O:27])[C:21]1[CH:26]=[CH:25][CH:24]=[CH:23][CH:22]=1. (4) The reactants are: [S:1]1[C:5]2[CH:6]=[CH:7][CH:8]=[CH:9][C:4]=2[N:3]=[C:2]1[C:10]1[CH:11]=[C:12]2[C:17](=[CH:18][C:19]=1[NH:20][C:21](=[O:23])[CH3:22])[CH2:16][N:15]([CH2:24][CH3:25])[CH2:14][CH2:13]2.[ClH:26]. Given the product [Cl-:26].[C:21]([NH:20][C:19]1[CH:18]=[C:17]2[C:12]([CH2:13][CH2:14][NH+:15]([CH2:24][CH3:25])[CH2:16]2)=[CH:11][C:10]=1[C:2]1[S:1][C:5]2[CH:6]=[CH:7][CH:8]=[CH:9][C:4]=2[N:3]=1)(=[O:23])[CH3:22], predict the reactants needed to synthesize it. (5) Given the product [Br:8][C:9]1[CH:14]=[CH:13][C:12]([S:15]([NH:7][CH3:6])(=[O:17])=[O:16])=[CH:11][CH:10]=1, predict the reactants needed to synthesize it. The reactants are: C([O-])(O)=O.[Na+].[CH3:6][NH2:7].[Br:8][C:9]1[CH:14]=[CH:13][C:12]([S:15](Cl)(=[O:17])=[O:16])=[CH:11][CH:10]=1. (6) Given the product [CH:1]1([NH:6][C:7]2[N:12]=[C:11]([C:13]3[C:14]([CH2:24][CH:25]([CH3:27])[CH3:26])=[N:15][N:16]4[C:21]([S:22]([CH3:23])=[O:29])=[CH:20][CH:19]=[CH:18][C:17]=34)[CH:10]=[CH:9][N:8]=2)[CH2:2][CH2:3][CH2:4][CH2:5]1, predict the reactants needed to synthesize it. The reactants are: [CH:1]1([NH:6][C:7]2[N:12]=[C:11]([C:13]3[C:14]([CH2:24][CH:25]([CH3:27])[CH3:26])=[N:15][N:16]4[C:21]([S:22][CH3:23])=[CH:20][CH:19]=[CH:18][C:17]=34)[CH:10]=[CH:9][N:8]=2)[CH2:5][CH2:4][CH2:3][CH2:2]1.C(=O)(O)[O-:29].[Na+].ClC1C=CC=C(C(OO)=O)C=1.